From a dataset of Forward reaction prediction with 1.9M reactions from USPTO patents (1976-2016). Predict the product of the given reaction. (1) Given the reactants [CH3:1][C:2]1([CH3:39])[CH2:7][O:6][CH2:5][CH2:4][N:3]1[C:8]([C:10]1[N:11]=[C:12]([C:33]2[CH:37]=[CH:36][N:35]([CH3:38])[CH:34]=2)[N:13]2[C:22]3[C:17](=[CH:18][C:19]([O:31][CH3:32])=[C:20](OS(C(F)(F)F)(=O)=O)[CH:21]=3)[CH2:16][CH2:15][C:14]=12)=[O:9].O1CCOCC1.[CH3:46][N:47]1[CH:51]=[CH:50][C:49](B2OC(C)(C)C(C)(C)O2)=[N:48]1.ClCCl.C(=O)([O-])[O-].[Cs+].[Cs+], predict the reaction product. The product is: [CH3:1][C:2]1([CH3:39])[CH2:7][O:6][CH2:5][CH2:4][N:3]1[C:8]([C:10]1[N:11]=[C:12]([C:33]2[CH:37]=[CH:36][N:35]([CH3:38])[CH:34]=2)[N:13]2[C:22]3[C:17](=[CH:18][C:19]([O:31][CH3:32])=[C:20]([C:49]4[CH:50]=[CH:51][N:47]([CH3:46])[N:48]=4)[CH:21]=3)[CH2:16][CH2:15][C:14]=12)=[O:9]. (2) Given the reactants CC1(C)[O:6][CH:5]([CH2:7][O:8][CH2:9][CH2:10][CH2:11][CH2:12][CH2:13][CH2:14][CH2:15][CH2:16][CH2:17][CH2:18][CH2:19][CH2:20][CH2:21][CH2:22][CH2:23][CH3:24])[CH2:4][O:3]1, predict the reaction product. The product is: [CH2:9]([O:8][CH2:7][CH:5]([CH2:4][OH:3])[OH:6])[CH2:10][CH2:11][CH2:12][CH2:13][CH2:14][CH2:15][CH2:16][CH2:17][CH2:18][CH2:19][CH2:20][CH2:21][CH2:22][CH2:23][CH3:24].